From a dataset of Reaction yield outcomes from USPTO patents with 853,638 reactions. Predict the reaction yield, written as a fraction of the theoretical maximum amount of product (1.0 means a 100% yield; for example, 0.34 means a 34% yield). (1) The reactants are [F:1][C:2]1[C:3]([N:8]2[CH2:13][CH2:12][O:11][CH2:10][CH2:9]2)=[N:4][CH:5]=[CH:6][CH:7]=1.[N+:14]([O-])([O-])=O.[K+]. The catalyst is S(=O)(=O)(O)O. The product is [F:1][C:2]1[CH:7]=[C:6]([NH2:14])[CH:5]=[N:4][C:3]=1[N:8]1[CH2:9][CH2:10][O:11][CH2:12][CH2:13]1. The yield is 0.470. (2) The reactants are [CH3:1][O:2][C:3]1[CH:4]=[CH:5][C:6]2[N:11]=[CH:10][C:9](=[O:12])[NH:8][C:7]=2[N:13]=1.I[CH2:15][CH2:16][C@@H:17]1[CH2:21][O:20][C:19]([CH3:23])([CH3:22])[O:18]1.C(=O)([O-])[O-].[Cs+].[Cs+].O. The catalyst is CN(C)C=O. The product is [CH3:22][C:19]1([CH3:23])[O:18][C@H:17]([CH2:16][CH2:15][N:8]2[C:9](=[O:12])[CH:10]=[N:11][C:6]3[CH:5]=[CH:4][C:3]([O:2][CH3:1])=[N:13][C:7]2=3)[CH2:21][O:20]1. The yield is 1.00. (3) The yield is 0.710. The catalyst is C(Cl)Cl.CN(C=O)C. The reactants are [CH3:1][C@:2]12[C:11]3=[CH:12][CH2:13][C@@:14]([CH:17]=[CH2:18])([CH3:16])[CH2:15][CH:10]3[CH2:9][CH2:8][CH:7]1[C@@:6]([C:20](O)=[O:21])([CH3:19])[CH2:5][CH2:4][CH2:3]2.C(Cl)(=O)C(Cl)=O.[CH2:29]([N:31](CC)[CH2:32][CH3:33])[CH3:30].N1CCCC1. The product is [CH3:19][C@@:6]1([C:20]([N:31]2[CH2:32][CH2:33][CH2:30][CH2:29]2)=[O:21])[CH:7]2[C@@:2]([CH3:1])([C:11]3[CH:10]([CH2:9][CH2:8]2)[CH2:15][C@:14]([CH3:16])([CH:17]=[CH2:18])[CH2:13][CH:12]=3)[CH2:3][CH2:4][CH2:5]1. (4) The reactants are C([O:8][C:9]1[CH:18]=[C:17]2[C:12]([C:13]([NH:19][C:20]3[CH:25]=[CH:24][C:23]([F:26])=[C:22]([Cl:27])[CH:21]=3)=[N:14][CH:15]=[N:16]2)=[C:11]([O:28][CH2:29][C@H:30]2[CH2:34][CH2:33][CH2:32][N:31]2C(OC(C)(C)C)=O)[CH:10]=1)C1C=CC=CC=1.C(=O)([O-])O.[Na+]. The catalyst is FC(F)(F)C(O)=O. The product is [Cl:27][C:22]1[CH:21]=[C:20]([CH:25]=[CH:24][C:23]=1[F:26])[NH:19][C:13]1[C:12]2[C:17](=[CH:18][C:9]([OH:8])=[CH:10][C:11]=2[O:28][CH2:29][C@H:30]2[CH2:34][CH2:33][CH2:32][NH:31]2)[N:16]=[CH:15][N:14]=1. The yield is 0.200. (5) The reactants are [CH3:1][O:2][C:3]1[CH:4]=[C:5]([CH2:11][CH2:12][NH2:13])[CH:6]=[CH:7][C:8]=1[O:9][CH3:10].C(N(C(C)C)C(C)C)C.C(O)CCC.Cl[C:29]1[N:34]=[C:33]([C:35]2[CH:40]=[CH:39][CH:38]=[C:37]([N+:41]([O-:43])=[O:42])[CH:36]=2)[CH:32]=[CH:31][N:30]=1. The catalyst is C(OCC)(=O)C. The product is [N+:41]([C:37]1[CH:36]=[C:35]([C:33]2[CH:32]=[CH:31][N:30]=[C:29]([NH:13][CH2:12][CH2:11][C:5]3[CH:6]=[CH:7][C:8]([O:9][CH3:10])=[C:3]([O:2][CH3:1])[CH:4]=3)[N:34]=2)[CH:40]=[CH:39][CH:38]=1)([O-:43])=[O:42]. The yield is 0.840. (6) The reactants are [Cl:1][C:2]1[N:7]=[C:6](Cl)[C:5]([Cl:9])=[CH:4][N:3]=1.C(N(CC)CC)C.[NH2:17][C@H:18]([C:21]1[CH:26]=[CH:25][C:24]([F:27])=[CH:23][CH:22]=1)[CH2:19][OH:20]. The catalyst is C(O)C. The product is [Cl:1][C:2]1[N:7]=[C:6]([NH:17][C@H:18]([C:21]2[CH:26]=[CH:25][C:24]([F:27])=[CH:23][CH:22]=2)[CH2:19][OH:20])[C:5]([Cl:9])=[CH:4][N:3]=1. The yield is 0.970. (7) The reactants are [Br:1][C:2]1[CH:10]=[C:9]2[C:5]([CH2:6][C:7]3([CH2:16][CH2:15][CH:14]([O:17][CH3:18])[CH2:13][CH2:12]3)[C:8]2=O)=[CH:4][CH:3]=1.[CH3:19][Si:20]([CH3:28])([CH3:27])[CH2:21][CH2:22][S:23]([NH2:26])(=[O:25])=[O:24].CCN(CC)CC. The catalyst is C(Cl)CCl.Cl[Ti](Cl)(Cl)Cl. The product is [Br:1][C:2]1[CH:10]=[C:9]2[C:5](=[CH:4][CH:3]=1)[CH2:6][C:7]1([CH2:16][CH2:15][CH:14]([O:17][CH3:18])[CH2:13][CH2:12]1)[C:8]2=[N:26][S:23]([CH2:22][CH2:21][Si:20]([CH3:28])([CH3:27])[CH3:19])(=[O:25])=[O:24]. The yield is 0.910. (8) The reactants are I[CH:2]([CH3:8])[CH2:3][C:4]([F:7])([F:6])[F:5].[C:9]1([SH:15])[CH:14]=[CH:13][CH:12]=[CH:11][CH:10]=1.C(=O)([O-])[O-].[K+].[K+]. The catalyst is CN(C)C=O.CCOCC. The product is [F:5][C:4]([F:7])([F:6])[CH2:3][CH:2]([S:15][C:9]1[CH:14]=[CH:13][CH:12]=[CH:11][CH:10]=1)[CH3:8]. The yield is 0.790. (9) The reactants are [Cl:1][C:2]1[CH:7]=[CH:6][CH:5]=[CH:4][C:3]=1[C@H:8]([O:10][C:11]1[CH:15]=[C:14]([N:16]2[C:20]3[CH:21]=[CH:22][C:23]([C:25]4[CH:26]=[N:27][C:28](Cl)=[N:29][CH:30]=4)=[CH:24][C:19]=3[N:18]=[CH:17]2)[S:13][C:12]=1[C:32]([NH2:34])=[O:33])[CH3:9].[CH3:35][N:36]([CH3:41])[CH2:37][CH2:38][NH:39][CH3:40]. The catalyst is CCO. The product is [Cl:1][C:2]1[CH:7]=[CH:6][CH:5]=[CH:4][C:3]=1[C@H:8]([O:10][C:11]1[CH:15]=[C:14]([N:16]2[C:20]3[CH:21]=[CH:22][C:23]([C:25]4[CH:30]=[N:29][C:28]([N:39]([CH2:38][CH2:37][N:36]([CH3:41])[CH3:35])[CH3:40])=[N:27][CH:26]=4)=[CH:24][C:19]=3[N:18]=[CH:17]2)[S:13][C:12]=1[C:32]([NH2:34])=[O:33])[CH3:9]. The yield is 0.530.